From a dataset of Forward reaction prediction with 1.9M reactions from USPTO patents (1976-2016). Predict the product of the given reaction. Given the reactants [F:1][C:2]1[CH:7]=[C:6]([C:8]2[C:13]([F:14])=[CH:12][C:11]([CH2:15][C:16]([OH:18])=O)=[CH:10][N:9]=2)[CH:5]=[CH:4][N:3]=1.[N:19]1[CH:24]=[CH:23][N:22]=[CH:21][C:20]=1[C:25]1[CH:26]=[CH:27][C:28]([NH2:31])=[N:29][CH:30]=1.C1(N=C=NC2CCCCC2)CCCCC1, predict the reaction product. The product is: [F:1][C:2]1[CH:7]=[C:6]([C:8]2[C:13]([F:14])=[CH:12][C:11]([CH2:15][C:16]([NH:31][C:28]3[CH:27]=[CH:26][C:25]([C:20]4[CH:21]=[N:22][CH:23]=[CH:24][N:19]=4)=[CH:30][N:29]=3)=[O:18])=[CH:10][N:9]=2)[CH:5]=[CH:4][N:3]=1.